From a dataset of NCI-60 drug combinations with 297,098 pairs across 59 cell lines. Regression. Given two drug SMILES strings and cell line genomic features, predict the synergy score measuring deviation from expected non-interaction effect. (1) Synergy scores: CSS=39.8, Synergy_ZIP=4.80, Synergy_Bliss=13.9, Synergy_Loewe=-15.0, Synergy_HSA=-1.14. Drug 2: CN(CCCl)CCCl.Cl. Drug 1: CC1C(C(CC(O1)OC2CC(OC(C2O)C)OC3=CC4=CC5=C(C(=O)C(C(C5)C(C(=O)C(C(C)O)O)OC)OC6CC(C(C(O6)C)O)OC7CC(C(C(O7)C)O)OC8CC(C(C(O8)C)O)(C)O)C(=C4C(=C3C)O)O)O)O. Cell line: DU-145. (2) Drug 1: CC1CCC2CC(C(=CC=CC=CC(CC(C(=O)C(C(C(=CC(C(=O)CC(OC(=O)C3CCCCN3C(=O)C(=O)C1(O2)O)C(C)CC4CCC(C(C4)OC)OCCO)C)C)O)OC)C)C)C)OC. Drug 2: CC12CCC3C(C1CCC2OP(=O)(O)O)CCC4=C3C=CC(=C4)OC(=O)N(CCCl)CCCl.[Na+]. Cell line: MOLT-4. Synergy scores: CSS=26.0, Synergy_ZIP=-1.45, Synergy_Bliss=5.36, Synergy_Loewe=-4.35, Synergy_HSA=4.06. (3) Drug 1: COC1=NC(=NC2=C1N=CN2C3C(C(C(O3)CO)O)O)N. Drug 2: CC1CCCC2(C(O2)CC(NC(=O)CC(C(C(=O)C(C1O)C)(C)C)O)C(=CC3=CSC(=N3)C)C)C. Cell line: SF-295. Synergy scores: CSS=47.5, Synergy_ZIP=5.27, Synergy_Bliss=5.66, Synergy_Loewe=-20.1, Synergy_HSA=5.92. (4) Drug 1: CC(C1=C(C=CC(=C1Cl)F)Cl)OC2=C(N=CC(=C2)C3=CN(N=C3)C4CCNCC4)N. Drug 2: CS(=O)(=O)CCNCC1=CC=C(O1)C2=CC3=C(C=C2)N=CN=C3NC4=CC(=C(C=C4)OCC5=CC(=CC=C5)F)Cl. Cell line: SF-295. Synergy scores: CSS=12.1, Synergy_ZIP=-3.87, Synergy_Bliss=-3.09, Synergy_Loewe=-25.1, Synergy_HSA=-2.82. (5) Drug 1: CNC(=O)C1=CC=CC=C1SC2=CC3=C(C=C2)C(=NN3)C=CC4=CC=CC=N4. Drug 2: CCN(CC)CCNC(=O)C1=C(NC(=C1C)C=C2C3=C(C=CC(=C3)F)NC2=O)C. Cell line: HS 578T. Synergy scores: CSS=-1.72, Synergy_ZIP=1.93, Synergy_Bliss=0.910, Synergy_Loewe=-3.97, Synergy_HSA=-3.54. (6) Drug 1: C1=NC(=NC(=O)N1C2C(C(C(O2)CO)O)O)N. Drug 2: C1CCC(C(C1)N)N.C(=O)(C(=O)[O-])[O-].[Pt+4]. Cell line: SF-268. Synergy scores: CSS=23.3, Synergy_ZIP=-4.70, Synergy_Bliss=1.47, Synergy_Loewe=-0.238, Synergy_HSA=2.28.